Task: Predict which catalyst facilitates the given reaction.. Dataset: Catalyst prediction with 721,799 reactions and 888 catalyst types from USPTO The catalyst class is: 9. Reactant: [CH2:1]([O:8][C:9]1[CH:14]=[CH:13][C:12]([CH2:15]O)=[CH:11][CH:10]=1)[C:2]1[CH:7]=[CH:6][CH:5]=[CH:4][CH:3]=1.[Br-].[Li+].P(Br)(Br)[Br:20]. Product: [CH2:1]([O:8][C:9]1[CH:14]=[CH:13][C:12]([CH2:15][Br:20])=[CH:11][CH:10]=1)[C:2]1[CH:7]=[CH:6][CH:5]=[CH:4][CH:3]=1.